Dataset: Catalyst prediction with 721,799 reactions and 888 catalyst types from USPTO. Task: Predict which catalyst facilitates the given reaction. (1) Reactant: [C:1]([O:5][C:6]([NH:8][C@@H:9]([CH:13]1[CH2:18][CH2:17][CH2:16][CH2:15][CH2:14]1)[C:10]([OH:12])=O)=[O:7])([CH3:4])([CH3:3])[CH3:2].CN(C(ON1N=N[C:29]2[CH:30]=[CH:31][CH:32]=[CH:33][C:28]1=2)=[N+](C)C)C.F[P-](F)(F)(F)(F)F.C1C=CC2[N:51](O)[N:50]=[N:49][C:47]=2C=1.[CH:53]([N:56]([CH:59]([CH3:61])[CH3:60])CC)([CH3:55])C.CC([N:65](C)C)=O. Product: [C:1]([O:5][C:6](=[O:7])[NH:8][CH:9]([CH:13]1[CH2:18][CH2:17][CH2:16][CH2:15][CH2:14]1)[C:10]([N:56]1[CH2:53][CH2:55][CH2:61][C@H:59]1[C:60]1[N:51]=[N:50][N:49]([CH2:47][C:28]2[CH:29]=[CH:30][CH:31]=[CH:32][CH:33]=2)[N:65]=1)=[O:12])([CH3:2])([CH3:3])[CH3:4]. The catalyst class is: 2. (2) Reactant: Br[C:2]1[CH:7]=[CH:6][C:5]([O:8][CH3:9])=[C:4]([O:10][CH2:11][CH3:12])[CH:3]=1.C([Li])CCC.[CH2:18]([O:25][C:26]1[CH:27]=[C:28]([CH:31]=[CH:32][C:33]=1[O:34][CH3:35])[CH:29]=[O:30])[C:19]1[CH:24]=[CH:23][CH:22]=[CH:21][CH:20]=1.C(O)(C)C. Product: [CH2:18]([O:25][C:26]1[CH:27]=[C:28]([CH:29]([C:2]2[CH:7]=[CH:6][C:5]([O:8][CH3:9])=[C:4]([O:10][CH2:11][CH3:12])[CH:3]=2)[OH:30])[CH:31]=[CH:32][C:33]=1[O:34][CH3:35])[C:19]1[CH:20]=[CH:21][CH:22]=[CH:23][CH:24]=1. The catalyst class is: 20.